From a dataset of Catalyst prediction with 721,799 reactions and 888 catalyst types from USPTO. Predict which catalyst facilitates the given reaction. (1) Reactant: [CH3:1][S:2](Cl)(=[O:4])=[O:3].[C:6]1([C:36]2[CH:41]=[CH:40][CH:39]=[CH:38][CH:37]=2)[CH:11]=[CH:10][C:9]([CH2:12][CH2:13][CH:14]([O:26][CH2:27][C:28]2[CH:33]=[CH:32][C:31]([O:34][CH3:35])=[CH:30][CH:29]=2)[CH:15]([CH2:23][CH2:24][OH:25])[C:16]([O:18][C:19]([CH3:22])([CH3:21])[CH3:20])=[O:17])=[CH:8][CH:7]=1.C(N(CC)CC)C. Product: [C:6]1([C:36]2[CH:37]=[CH:38][CH:39]=[CH:40][CH:41]=2)[CH:7]=[CH:8][C:9]([CH2:12][CH2:13][CH:14]([O:26][CH2:27][C:28]2[CH:29]=[CH:30][C:31]([O:34][CH3:35])=[CH:32][CH:33]=2)[CH:15]([CH2:23][CH2:24][O:25][S:2]([CH3:1])(=[O:4])=[O:3])[C:16]([O:18][C:19]([CH3:22])([CH3:21])[CH3:20])=[O:17])=[CH:10][CH:11]=1. The catalyst class is: 4. (2) Reactant: [BrH:1].[CH3:2][C:3]1([CH3:9])[CH2:7][CH2:6][O:5][C:4]1=O.[C:10](Cl)(=[O:14])[C:11](Cl)=O. Product: [Br:1][CH2:6][CH2:7][C:3]([CH3:9])([CH3:2])[C:4]([O:14][CH2:10][CH3:11])=[O:5]. The catalyst class is: 3. (3) Reactant: [N:1]([O-])=O.[Na+].[Br:5][C:6]1[CH:7]=[CH:8][C:9]([CH3:13])=[C:10]([CH:12]=1)[NH2:11].Cl.[F:15][B-:16]([F:19])([F:18])[F:17].[Na+]. Product: [F:15][B-:16]([F:19])([F:18])[F:17].[Br:5][C:6]1[CH:7]=[CH:8][C:9]([CH3:13])=[C:10]([N+:11]#[N:1])[CH:12]=1. The catalyst class is: 6.